This data is from Reaction yield outcomes from USPTO patents with 853,638 reactions. The task is: Predict the reaction yield, written as a fraction of the theoretical maximum amount of product (1.0 means a 100% yield; for example, 0.34 means a 34% yield). The catalyst is C1COCC1. The yield is 0.580. The product is [S:15]1[C:14]2[C:13]3[CH:16]=[CH:17][CH:18]=[CH:19][C:12]=3[O:11][CH2:10][CH2:9][C:8]=2[N:7]=[C:6]1[C:4]([OH:5])=[O:3]. The reactants are C([O:3][C:4]([C:6]1[S:15][C:14]2[C:13]3[CH:16]=[CH:17][CH:18]=[CH:19][C:12]=3[O:11][CH2:10][CH2:9][C:8]=2[N:7]=1)=[O:5])C.[OH-].[Na+].O.